From a dataset of Forward reaction prediction with 1.9M reactions from USPTO patents (1976-2016). Predict the product of the given reaction. (1) The product is: [Cl:1][C:2]1[CH:7]=[C:6]([O:8][CH3:9])[CH:5]=[CH:4][C:3]=1[CH2:10][C:11]([C:28]1[CH:29]=[CH:30][C:25]2[O:24][CH2:23][C:22](=[O:31])[N:21]([CH3:20])[C:26]=2[CH:27]=1)=[O:13]. Given the reactants [Cl:1][C:2]1[CH:7]=[C:6]([O:8][CH3:9])[CH:5]=[CH:4][C:3]=1[CH2:10][C:11]([OH:13])=O.C(Cl)(=O)C(Cl)=O.[CH3:20][N:21]1[C:26]2[CH:27]=[CH:28][CH:29]=[CH:30][C:25]=2[O:24][CH2:23][C:22]1=[O:31].[Al+3].[Cl-].[Cl-].[Cl-].Cl, predict the reaction product. (2) Given the reactants [F:1][C:2]1[CH:3]=[C:4]([CH2:10][OH:11])[CH:5]=[C:6]([F:9])[C:7]=1[F:8].Cl[C:13]1[CH:29]=[C:17]2[N:18](C(OC(C)(C)C)=O)[CH2:19][CH2:20][CH2:21][N:16]2[C:15](=[O:30])[N:14]=1, predict the reaction product. The product is: [F:1][C:2]1[CH:3]=[C:4]([CH:5]=[C:6]([F:9])[C:7]=1[F:8])[CH2:10][O:11][C:13]1[CH:29]=[C:17]2[NH:18][CH2:19][CH2:20][CH2:21][N:16]2[C:15](=[O:30])[N:14]=1.